Task: Predict the reactants needed to synthesize the given product.. Dataset: Full USPTO retrosynthesis dataset with 1.9M reactions from patents (1976-2016) (1) Given the product [Cl:17][C:14]1[CH:15]=[C:16]2[C:11]([C:10]([CH3:24])([CH3:25])[CH2:9][NH:8]2)=[CH:12][C:13]=1[C:18]1[O:22][N:21]=[C:20]([CH3:23])[N:19]=1, predict the reactants needed to synthesize it. The reactants are: C(OC([N:8]1[C:16]2[C:11](=[CH:12][C:13]([C:18]3[O:22][N:21]=[C:20]([CH3:23])[N:19]=3)=[C:14]([Cl:17])[CH:15]=2)[C:10]([CH3:25])([CH3:24])[CH2:9]1)=O)(C)(C)C. (2) Given the product [Si:13]([O:20][CH2:21][C:22]1([C:35]2[CH:36]=[CH:37][CH:38]=[CH:39][CH:40]=2)[CH:26]=[C:25]([C:27]2[CH:32]=[C:31]([F:33])[CH:30]=[CH:29][C:28]=2[F:34])[CH2:24][N:23]1[C:7]([Cl:10])=[O:6])([C:16]([CH3:19])([CH3:18])[CH3:17])([CH3:15])[CH3:14], predict the reactants needed to synthesize it. The reactants are: ClC(Cl)(OC(=O)[O:6][C:7]([Cl:10])(Cl)Cl)Cl.[Si:13]([O:20][CH2:21][C:22]1([C:35]2[CH:40]=[CH:39][CH:38]=[CH:37][CH:36]=2)[CH:26]=[C:25]([C:27]2[CH:32]=[C:31]([F:33])[CH:30]=[CH:29][C:28]=2[F:34])[CH2:24][NH:23]1)([C:16]([CH3:19])([CH3:18])[CH3:17])([CH3:15])[CH3:14].C(N(CC)CC)C.O.